This data is from NCI-60 drug combinations with 297,098 pairs across 59 cell lines. The task is: Regression. Given two drug SMILES strings and cell line genomic features, predict the synergy score measuring deviation from expected non-interaction effect. (1) Drug 1: C1=CC(=CC=C1CCCC(=O)O)N(CCCl)CCCl. Drug 2: C(=O)(N)NO. Cell line: HCT-15. Synergy scores: CSS=7.51, Synergy_ZIP=-6.26, Synergy_Bliss=-5.71, Synergy_Loewe=-35.1, Synergy_HSA=-7.10. (2) Drug 1: CNC(=O)C1=NC=CC(=C1)OC2=CC=C(C=C2)NC(=O)NC3=CC(=C(C=C3)Cl)C(F)(F)F. Drug 2: C1=CN(C=N1)CC(O)(P(=O)(O)O)P(=O)(O)O. Cell line: CAKI-1. Synergy scores: CSS=-12.3, Synergy_ZIP=7.38, Synergy_Bliss=-0.541, Synergy_Loewe=-12.9, Synergy_HSA=-15.7.